This data is from Reaction yield outcomes from USPTO patents with 853,638 reactions. The task is: Predict the reaction yield, written as a fraction of the theoretical maximum amount of product (1.0 means a 100% yield; for example, 0.34 means a 34% yield). (1) The reactants are [CH3:1][O:2][C:3]1[CH:8]=[CH:7][C:6]([C:9](=[O:16])[CH2:10][C:11]([O:13][CH2:14][CH3:15])=[O:12])=[CH:5][CH:4]=1.[BH4-].[Na+]. The catalyst is CO.S([O-])([O-])(=O)=O.[Na+].[Na+]. The product is [OH:16][CH:9]([C:6]1[CH:5]=[CH:4][C:3]([O:2][CH3:1])=[CH:8][CH:7]=1)[CH2:10][C:11]([O:13][CH2:14][CH3:15])=[O:12]. The yield is 0.560. (2) The catalyst is CCCCC.C(OCC)(=O)C. The yield is 0.980. The product is [O:23]1[CH:10]([CH2:11][CH2:12][CH2:13][CH2:14][CH2:15][CH2:16][CH2:17][CH3:18])[CH:9]1[CH2:8][CH2:7][CH2:6][CH2:5][CH2:4][CH2:3][CH2:2][C:1]([O:20][CH3:21])=[O:19]. The reactants are [C:1]([O:20][CH3:21])(=[O:19])[CH2:2][CH2:3][CH2:4][CH2:5][CH2:6][CH2:7][CH2:8]/[CH:9]=[CH:10]\[CH2:11][CH2:12][CH2:13][CH2:14][CH2:15][CH2:16][CH2:17][CH3:18].C(O)=[O:23].OO. (3) The reactants are [Cl-].O[NH3+:3].[C:4](=[O:7])([O-])[OH:5].[Na+].CS(C)=O.[CH2:13]([C:17]1[N:18]=[C:19]([CH3:45])[N:20]([CH2:39][C:40]2([CH3:44])[CH2:43][O:42][CH2:41]2)[C:21](=[O:38])[C:22]=1[CH2:23][C:24]1[CH:29]=[CH:28][C:27]([C:30]2[C:31]([C:36]#[N:37])=[CH:32][CH:33]=[CH:34][CH:35]=2)=[CH:26][CH:25]=1)[CH2:14][CH2:15][CH3:16]. The catalyst is C(OCC)(=O)C. The product is [CH2:13]([C:17]1[N:18]=[C:19]([CH3:45])[N:20]([CH2:39][C:40]2([CH3:44])[CH2:41][O:42][CH2:43]2)[C:21](=[O:38])[C:22]=1[CH2:23][C:24]1[CH:25]=[CH:26][C:27]([C:30]2[CH:35]=[CH:34][CH:33]=[CH:32][C:31]=2[C:36]2[NH:3][C:4](=[O:7])[O:5][N:37]=2)=[CH:28][CH:29]=1)[CH2:14][CH2:15][CH3:16]. The yield is 0.0500. (4) The reactants are [CH3:1][O:2][C:3]1[CH:8]=[CH:7][CH:6]=[CH:5][C:4]=1/[CH:9]=[CH:10]/[CH2:11][CH2:12][C:13]([O:15][CH2:16][CH3:17])=[O:14].[H][H]. The catalyst is CCOC(C)=O.CO.[Pd]. The product is [CH3:1][O:2][C:3]1[CH:8]=[CH:7][CH:6]=[CH:5][C:4]=1[CH2:9][CH2:10][CH2:11][CH2:12][C:13]([O:15][CH2:16][CH3:17])=[O:14]. The yield is 1.00. (5) The yield is 0.730. The catalyst is O1CCOCC1.Cl[Pd](Cl)([P](C1C=CC=CC=1)(C1C=CC=CC=1)C1C=CC=CC=1)[P](C1C=CC=CC=1)(C1C=CC=CC=1)C1C=CC=CC=1. The reactants are [CH2:1]([C@@:4]1([C:20]2[S:21][CH:22]=[CH:23][CH:24]=2)[O:9][C:8](=[O:10])[N:7]([C@H:11]([C:13]2[CH:18]=[CH:17][C:16](Br)=[CH:15][CH:14]=2)[CH3:12])[CH2:6][CH2:5]1)[CH:2]=[CH2:3].[F:25][C:26]1[CH:31]=[CH:30][C:29](B(O)O)=[CH:28][CH:27]=1.C([O-])([O-])=O.[Cs+].[Cs+]. The product is [CH2:1]([C@@:4]1([C:20]2[S:21][CH:22]=[CH:23][CH:24]=2)[O:9][C:8](=[O:10])[N:7]([C@H:11]([C:13]2[CH:18]=[CH:17][C:16]([C:29]3[CH:30]=[CH:31][C:26]([F:25])=[CH:27][CH:28]=3)=[CH:15][CH:14]=2)[CH3:12])[CH2:6][CH2:5]1)[CH:2]=[CH2:3].